From a dataset of Full USPTO retrosynthesis dataset with 1.9M reactions from patents (1976-2016). Predict the reactants needed to synthesize the given product. (1) Given the product [CH3:25][S:26]([C:29]1[CH:30]=[C:31]([CH:34]=[CH:35][CH:36]=1)[CH2:32][NH:33][C:2]1[C:3]2[CH:4]=[CH:5][C:6]([NH:24][CH:21]3[C:22]4[C:18](=[CH:17][CH:16]=[C:15]([O:14][CH3:13])[CH:23]=4)[CH2:19][CH2:20]3)=[N:7][C:8]=2[CH:9]=[CH:10][CH:11]=1)(=[O:27])=[O:28], predict the reactants needed to synthesize it. The reactants are: I[C:2]1[CH:11]=[CH:10][CH:9]=[C:8]2[C:3]=1[CH:4]=[CH:5][C:6](Cl)=[N:7]2.[CH3:13][O:14][C:15]1[CH:23]=[C:22]2[C:18]([CH2:19][CH2:20][CH:21]2[NH2:24])=[CH:17][CH:16]=1.[CH3:25][S:26]([C:29]1[CH:30]=[C:31]([CH:34]=[CH:35][CH:36]=1)[CH2:32][NH2:33])(=[O:28])=[O:27]. (2) Given the product [CH2:12]([N:1]1[C:7]2[CH:8]=[CH:9][CH:10]=[CH:11][C:6]=2[CH:5]=[CH:4][CH:3]=[CH:2]1)[CH3:13], predict the reactants needed to synthesize it. The reactants are: [NH:1]1[C:7]2[CH:8]=[CH:9][CH:10]=[CH:11][C:6]=2[CH:5]=[CH:4][CH:3]=[CH:2]1.[CH:12](=O)[CH3:13].C(O[BH-](OC(=O)C)OC(=O)C)(=O)C.[Na+].C(O)(=O)C.